This data is from Reaction yield outcomes from USPTO patents with 853,638 reactions. The task is: Predict the reaction yield, written as a fraction of the theoretical maximum amount of product (1.0 means a 100% yield; for example, 0.34 means a 34% yield). (1) The reactants are [NH2:1][C:2]1[C:17]2[CH2:16][CH:15]=[CH:14][CH2:13][CH2:12][C:11]3[CH:18]=[C:19]([CH3:24])[N:20]=[C:21]([O:22]C)[C:10]=3[CH2:9][NH:8][C:7](=[O:25])[C:6]=2[CH:5]=[CH:4][CH:3]=1.[O:26]1[CH2:31][CH2:30][C:29](=O)[CH2:28][CH2:27]1.[CH3:33][C:34](O)=[O:35].[BH-](OC(C)=O)(OC(C)=O)OC(C)=O.[Na+].C([O-])(O)=O.[Na+].ICCO.CCN(C(C)C)C(C)C. The catalyst is C(Cl)Cl.CC#N. The product is [OH:35][CH2:34][CH2:33][N:1]([CH:29]1[CH2:30][CH2:31][O:26][CH2:27][CH2:28]1)[C:2]1[C:17]2[CH2:16][CH:15]=[CH:14][CH2:13][CH2:12][C:11]3[CH:18]=[C:19]([CH3:24])[NH:20][C:21](=[O:22])[C:10]=3[CH2:9][NH:8][C:7](=[O:25])[C:6]=2[CH:5]=[CH:4][CH:3]=1. The yield is 0.304. (2) The reactants are [F:1][C:2]1[CH:3]=[C:4]([C:29]2[C:30]([C:35]#[N:36])=[CH:31][CH:32]=[CH:33][CH:34]=2)[CH:5]=[CH:6][C:7]=1[CH2:8][C:9]1[C:10](=[O:28])[N:11]([CH:21]2[CH2:26][CH2:25][C:24](=[O:27])[CH2:23][CH2:22]2)[C:12]2[N:13]([N:18]=[CH:19][N:20]=2)[C:14]=1[CH2:15][CH2:16][CH3:17].[O:37]1[CH2:41][CH:40](O)[CH:39]([OH:43])[CH2:38]1. The catalyst is O.C1(C)C=CC(S(O)(=O)=O)=CC=1.C1(C)C=CC=CC=1. The product is [F:1][C:2]1[CH:3]=[C:4]([C:29]2[C:30]([C:35]#[N:36])=[CH:31][CH:32]=[CH:33][CH:34]=2)[CH:5]=[CH:6][C:7]=1[CH2:8][C:9]1[C:10](=[O:28])[N:11]([CH:21]2[CH2:22][CH2:23][C:24]3([O:43][C@H:39]4[CH2:38][O:37][CH2:41][C@H:40]4[O:27]3)[CH2:25][CH2:26]2)[C:12]2[N:13]([N:18]=[CH:19][N:20]=2)[C:14]=1[CH2:15][CH2:16][CH3:17]. The yield is 1.00. (3) The reactants are [CH2:1]([SH:5])[CH2:2][CH2:3][CH3:4].Cl[CH2:7][C:8]([C:10]1[CH:21]=[CH:20][C:13]2[N:14]([CH3:19])[C:15](=[O:18])[N:16]([CH3:17])[C:12]=2[CH:11]=1)=[O:9].C(=O)([O-])[O-].[K+].[K+]. The catalyst is C1COCC1. The product is [CH2:1]([S:5][CH2:7][C:8]([C:10]1[CH:21]=[CH:20][C:13]2[N:14]([CH3:19])[C:15](=[O:18])[N:16]([CH3:17])[C:12]=2[CH:11]=1)=[O:9])[CH2:2][CH2:3][CH3:4]. The yield is 0.950. (4) The reactants are [NH2:1][CH:2]([C:6]1[CH:11]=[CH:10][C:9]([F:12])=[CH:8][CH:7]=1)[C:3]([OH:5])=[O:4].OS(O)(=O)=O.[CH2:18](O)[CH3:19]. No catalyst specified. The product is [NH2:1][CH:2]([C:6]1[CH:11]=[CH:10][C:9]([F:12])=[CH:8][CH:7]=1)[C:3]([O:5][CH2:18][CH3:19])=[O:4]. The yield is 0.650. (5) The reactants are C(=O)([O-])[O-].[K+].[K+].Br[CH2:8][C:9]([NH:11][C:12]1[C:13]([S:22][CH2:23][CH3:24])=[N:14][C:15]([CH3:21])=[CH:16][C:17]=1[S:18][CH2:19][CH3:20])=[O:10].[SH:25][C:26]1[O:27][C:28]2[CH:34]=[CH:33][CH:32]=[CH:31][C:29]=2[N:30]=1. The catalyst is C(#N)C. The product is [O:27]1[C:28]2[CH:34]=[CH:33][CH:32]=[CH:31][C:29]=2[N:30]=[C:26]1[S:25][CH2:8][C:9]([NH:11][C:12]1[C:13]([S:22][CH2:23][CH3:24])=[N:14][C:15]([CH3:21])=[CH:16][C:17]=1[S:18][CH2:19][CH3:20])=[O:10]. The yield is 0.560.